Dataset: Catalyst prediction with 721,799 reactions and 888 catalyst types from USPTO. Task: Predict which catalyst facilitates the given reaction. (1) Reactant: Br[CH2:2][CH2:3][O:4][C:5]1[CH:10]=[CH:9][C:8]([CH:11]2[CH2:16][CH2:15][N:14]([C:17]3[CH:18]=[CH:19][C:20]4[N:21]([C:23]([C:26]([F:29])([F:28])[F:27])=[N:24][N:25]=4)[N:22]=3)[CH2:13][CH2:12]2)=[CH:7][CH:6]=1.[CH2:30]([N:32]1[CH2:37][CH2:36][NH:35][CH2:34][C:33]1=[O:38])[CH3:31].C(OCC)C. Product: [CH2:30]([N:32]1[CH2:37][CH2:36][N:35]([CH2:2][CH2:3][O:4][C:5]2[CH:10]=[CH:9][C:8]([CH:11]3[CH2:16][CH2:15][N:14]([C:17]4[CH:18]=[CH:19][C:20]5[N:21]([C:23]([C:26]([F:29])([F:28])[F:27])=[N:24][N:25]=5)[N:22]=4)[CH2:13][CH2:12]3)=[CH:7][CH:6]=2)[CH2:34][C:33]1=[O:38])[CH3:31]. The catalyst class is: 85. (2) Reactant: C([O:3][C:4]([C:6]1[N:7]([CH3:17])[N:8]=[C:9]([C:12]([CH3:16])([CH3:15])[CH2:13][F:14])[C:10]=1[Cl:11])=[O:5])C.[OH-].[Na+]. Product: [Cl:11][C:10]1[C:9]([C:12]([CH3:16])([CH3:15])[CH2:13][F:14])=[N:8][N:7]([CH3:17])[C:6]=1[C:4]([OH:5])=[O:3]. The catalyst class is: 5. (3) Reactant: [F:1][C:2]1([F:10])[CH2:5][CH:4]([C:6]([O:8]C)=O)[CH2:3]1.[I-].[In+3].[I-].[I-].[CH3:15][O:16][C:17]([O:21][Si](C)(C)C)=[C:18]([CH3:20])[CH3:19].C[SiH](C)C1C=CC=CC=1.CCCC[N+](CCCC)(CCCC)CCCC.[F-].Cl. Product: [F:10][C:2]1([F:1])[CH2:3][CH:4]([CH:6]([OH:8])[C:18]([CH3:20])([CH3:19])[C:17]([O:16][CH3:15])=[O:21])[CH2:5]1. The catalyst class is: 158. (4) Reactant: [CH2:1]([O:8][N:9]1[C:15](=[O:16])[N:14]2[CH2:17][C@H:10]1[CH2:11][CH2:12][C@H:13]2[C:18]([OH:20])=O)[C:2]1[CH:7]=[CH:6][CH:5]=[CH:4][CH:3]=1.Cl.C(N=C=NCCCN(C)C)C.ON1C2C=CC=CC=2N=N1.[C:43]([O:47][C:48](=[O:56])[NH:49][CH2:50][CH2:51][C:52]([NH:54][NH2:55])=[O:53])([CH3:46])([CH3:45])[CH3:44]. Product: [C:43]([O:47][C:48](=[O:56])[NH:49][CH2:50][CH2:51][C:52]([NH:54][NH:55][C:18]([C@@H:13]1[CH2:12][CH2:11][C@@H:10]2[CH2:17][N:14]1[C:15](=[O:16])[N:9]2[O:8][CH2:1][C:2]1[CH:3]=[CH:4][CH:5]=[CH:6][CH:7]=1)=[O:20])=[O:53])([CH3:46])([CH3:44])[CH3:45]. The catalyst class is: 347. (5) Reactant: [CH3:1][O:2][C:3]1[CH:4]=[C:5]([NH2:16])[CH:6]=[CH:7][C:8]=1[N:9]1[CH2:14][CH2:13][N:12]([CH3:15])[CH2:11][CH2:10]1.[Cl:17][C:18]1[CH:31]=[CH:30][C:21]2[S:22][C:23]([S:26](Cl)(=[O:28])=[O:27])=[C:24]([CH3:25])[C:20]=2[CH:19]=1. Product: [CH3:1][O:2][C:3]1[CH:4]=[C:5]([NH:16][S:26]([C:23]2[S:22][C:21]3[CH:30]=[CH:31][C:18]([Cl:17])=[CH:19][C:20]=3[C:24]=2[CH3:25])(=[O:28])=[O:27])[CH:6]=[CH:7][C:8]=1[N:9]1[CH2:10][CH2:11][N:12]([CH3:15])[CH2:13][CH2:14]1. The catalyst class is: 4. (6) Reactant: C(=O)C.[CH3:4][C:5]1[N:6]=[C:7]([C:23](=O)[CH3:24])[S:8][C:9]=1[C:10]1[CH:15]=[CH:14][N:13]=[C:12]([C:16]([CH3:22])([CH3:21])[C:17]([F:20])([F:19])[F:18])[CH:11]=1.[BH3-]C#[N:28].[Na+].CCO.[ClH:33]. Product: [ClH:33].[ClH:33].[CH3:4][C:5]1[N:6]=[C:7]([CH:23]([NH2:28])[CH3:24])[S:8][C:9]=1[C:10]1[CH:15]=[CH:14][N:13]=[C:12]([C:16]([CH3:22])([CH3:21])[C:17]([F:20])([F:19])[F:18])[CH:11]=1. The catalyst class is: 12. (7) Reactant: CC1(C)C(C)(C)OB([CH:9]2[CH2:13][N:12]([CH:14]3[CH2:19][CH2:18][N:17]([C:20]([O:22][C:23]([CH3:26])([CH3:25])[CH3:24])=[O:21])[CH2:16][CH2:15]3)[N:11]=[CH:10]2)O1.Br[C:29]1[CH:30]=[C:31]([O:36][CH:37]([C:39]2[C:44]([Cl:45])=[CH:43][CH:42]=[C:41]([F:46])[C:40]=2[Cl:47])[CH3:38])[C:32]([NH2:35])=[N:33][CH:34]=1.C([O-])([O-])=O.[Na+].[Na+].CN(C=O)C. Product: [NH2:35][C:32]1[N:33]=[CH:34][C:29]([C:9]2[CH:10]=[N:11][N:12]([CH:14]3[CH2:15][CH2:16][N:17]([C:20]([O:22][C:23]([CH3:24])([CH3:25])[CH3:26])=[O:21])[CH2:18][CH2:19]3)[CH:13]=2)=[CH:30][C:31]=1[O:36][CH:37]([C:39]1[C:44]([Cl:45])=[CH:43][CH:42]=[C:41]([F:46])[C:40]=1[Cl:47])[CH3:38]. The catalyst class is: 263. (8) Reactant: [C:1]([N-:8][C:9]([O:11][C:12]([CH3:15])([CH3:14])[CH3:13])=[O:10])([O:3][C:4]([CH3:7])([CH3:6])[CH3:5])=[O:2].[K+].CS(O[CH2:22][C:23]1[C:24]([C:39]([F:42])([F:41])[F:40])=[N:25][CH:26]=[C:27]([C:29]2[CH:30]=[N:31][C:32]([C:35]([F:38])([F:37])[F:36])=[N:33][CH:34]=2)[CH:28]=1)(=O)=O.[I-].[Na+]. Product: [C:12]([O:11][C:9]([N:8]([CH2:22][C:23]1[C:24]([C:39]([F:42])([F:40])[F:41])=[N:25][CH:26]=[C:27]([C:29]2[CH:34]=[N:33][C:32]([C:35]([F:36])([F:37])[F:38])=[N:31][CH:30]=2)[CH:28]=1)[C:1](=[O:2])[O:3][C:4]([CH3:6])([CH3:7])[CH3:5])=[O:10])([CH3:15])([CH3:14])[CH3:13]. The catalyst class is: 1.